From a dataset of Reaction yield outcomes from USPTO patents with 853,638 reactions. Predict the reaction yield, written as a fraction of the theoretical maximum amount of product (1.0 means a 100% yield; for example, 0.34 means a 34% yield). (1) The reactants are [NH2:1][C:2]1[N:7]=[CH:6][N:5]=[C:4]2[N:8]([C@@H:12]3[CH2:17][CH2:16][CH2:15][N:14]([C:18]([O:20][C:21]([CH3:24])([CH3:23])[CH3:22])=[O:19])[CH2:13]3)[N:9]=[C:10](I)[C:3]=12.[F:25][C:26]1[CH:31]=[C:30]([O:32][C:33]2[CH:38]=[CH:37][CH:36]=[CH:35][CH:34]=2)[CH:29]=[CH:28][C:27]=1B(O)O.C(=O)([O-])[O-].[Na+].[Na+].COCCOC. The catalyst is C1C=CC([P]([Pd]([P](C2C=CC=CC=2)(C2C=CC=CC=2)C2C=CC=CC=2)([P](C2C=CC=CC=2)(C2C=CC=CC=2)C2C=CC=CC=2)[P](C2C=CC=CC=2)(C2C=CC=CC=2)C2C=CC=CC=2)(C2C=CC=CC=2)C2C=CC=CC=2)=CC=1.O. The product is [NH2:1][C:2]1[N:7]=[CH:6][N:5]=[C:4]2[N:8]([C@@H:12]3[CH2:17][CH2:16][CH2:15][N:14]([C:18]([O:20][C:21]([CH3:24])([CH3:23])[CH3:22])=[O:19])[CH2:13]3)[N:9]=[C:10]([C:27]3[CH:28]=[CH:29][C:30]([O:32][C:33]4[CH:38]=[CH:37][CH:36]=[CH:35][CH:34]=4)=[CH:31][C:26]=3[F:25])[C:3]=12. The yield is 0.700. (2) The reactants are [CH3:1][C:2]1[CH:3]=[CH:4][C:5]([S:8]([NH2:11])(=[O:10])=[O:9])=[CH:6][CH:7]=1.[Cl:12][CH2:13][C:14](Cl)=[O:15]. No catalyst specified. The product is [Cl:12][CH2:13][C:14]([NH:11][S:8]([C:5]1[CH:4]=[CH:3][C:2]([CH3:1])=[CH:7][CH:6]=1)(=[O:10])=[O:9])=[O:15]. The yield is 0.350. (3) The product is [Cl:17][C:18]1[CH:19]=[C:20]([C:21]([NH:14][CH2:13][C:9]2[CH:10]=[CH:11][CH:12]=[C:7]([O:6][Si:5]([C:2]([CH3:1])([CH3:3])[CH3:4])([CH3:16])[CH3:15])[CH:8]=2)=[O:22])[CH:24]=[C:25]([Cl:28])[C:26]=1[OH:27]. The reactants are [CH3:1][C:2]([Si:5]([CH3:16])([CH3:15])[O:6][C:7]1[CH:8]=[C:9]([CH2:13][NH2:14])[CH:10]=[CH:11][CH:12]=1)([CH3:4])[CH3:3].[Cl:17][C:18]1[CH:19]=[C:20]([CH:24]=[C:25]([Cl:28])[C:26]=1[OH:27])[C:21](O)=[O:22].CN([P+](ON1N=NC2C=CC=CC1=2)(N(C)C)N(C)C)C.F[P-](F)(F)(F)(F)F.C(N(C(C)C)CC)(C)C. The catalyst is ClCCl. The yield is 0.870. (4) The reactants are [F:1][C:2]1[CH:3]=[C:4]2[C:8](=[C:9]([NH:11][S:12]([C:15]3[S:16][CH:17]=[CH:18][CH:19]=3)(=[O:14])=[O:13])[CH:10]=1)[N:7]([CH2:20][O:21][CH3:22])[C:6]([C:23]([O:25][CH2:26][CH3:27])=[O:24])=[CH:5]2.[H-].[Na+].[CH3:30]N(C)C=O.CI. The catalyst is C(OCC)(=O)C. The product is [F:1][C:2]1[CH:3]=[C:4]2[C:8](=[C:9]([N:11]([CH3:30])[S:12]([C:15]3[S:16][CH:17]=[CH:18][CH:19]=3)(=[O:13])=[O:14])[CH:10]=1)[N:7]([CH2:20][O:21][CH3:22])[C:6]([C:23]([O:25][CH2:26][CH3:27])=[O:24])=[CH:5]2. The yield is 0.430. (5) The reactants are COC1C=CC(C[N:8]2[C:12]3=[N:13][CH:14]=[CH:15][C:16]([O:17][C:18]4[CH:23]=[CH:22][C:21]([NH:24][C:25]([C:27]5[C:28](=[O:40])[N:29]([C:33]6[CH:38]=[CH:37][C:36]([F:39])=[CH:35][CH:34]=6)[N:30]=[CH:31][CH:32]=5)=[O:26])=[CH:20][C:19]=4[F:41])=[C:11]3[C:10]([C:42]3[N:43]([CH3:47])[CH:44]=[CH:45][N:46]=3)=[N:9]2)=CC=1.C(O)(C(F)(F)F)=O. No catalyst specified. The product is [F:41][C:19]1[CH:20]=[C:21]([NH:24][C:25]([C:27]2[C:28](=[O:40])[N:29]([C:33]3[CH:34]=[CH:35][C:36]([F:39])=[CH:37][CH:38]=3)[N:30]=[CH:31][CH:32]=2)=[O:26])[CH:22]=[CH:23][C:18]=1[O:17][C:16]1[CH:15]=[CH:14][N:13]=[C:12]2[NH:8][N:9]=[C:10]([C:42]3[N:43]([CH3:47])[CH:44]=[CH:45][N:46]=3)[C:11]=12. The yield is 0.602. (6) The reactants are Cl.C(O[N:5]=[CH:6][C:7]1[CH:8]=[C:9]2[C:13](=[CH:14][CH:15]=1)[NH:12][N:11]=[C:10]2[C:16]1[CH:17]=[C:18]([NH:22][C:23](=[O:32])[C@H:24]([OH:31])[C:25]2[CH:30]=[CH:29][CH:28]=[CH:27][CH:26]=2)[CH:19]=[CH:20][CH:21]=1)C.[NH2:33][NH:34][C:35](=O)[CH2:36][N:37]([CH3:39])[CH3:38].C[O-].[Na+]. The catalyst is CO. The product is [CH3:38][N:37]([CH2:36][C:35]1[NH:34][N:33]=[C:6]([C:7]2[CH:8]=[C:9]3[C:13](=[CH:14][CH:15]=2)[NH:12][N:11]=[C:10]3[C:16]2[CH:17]=[C:18]([NH:22][C:23](=[O:32])[C@H:24]([OH:31])[C:25]3[CH:26]=[CH:27][CH:28]=[CH:29][CH:30]=3)[CH:19]=[CH:20][CH:21]=2)[N:5]=1)[CH3:39]. The yield is 0.0900. (7) The reactants are Br[C:2]1[N:7]=[C:6]([N:8]2[CH2:14][CH:13]([OH:15])[CH2:12][N:11]([C:16]([O:18][C:19]([CH3:22])([CH3:21])[CH3:20])=[O:17])[CH2:10][CH2:9]2)[CH:5]=[CH:4][CH:3]=1.[Cl:23][C:24]1[N:29]=[CH:28][C:27]2[CH:30]=[N:31][NH:32][C:26]=2[CH:25]=1.CNCCNC.C([O-])([O-])=O.[K+].[K+]. The catalyst is O1CCOCC1.[Cu]I. The product is [Cl:23][C:24]1[N:29]=[CH:28][C:27]2[CH:30]=[N:31][N:32]([C:2]3[N:7]=[C:6]([N:8]4[CH2:14][CH:13]([OH:15])[CH2:12][N:11]([C:16]([O:18][C:19]([CH3:22])([CH3:21])[CH3:20])=[O:17])[CH2:10][CH2:9]4)[CH:5]=[CH:4][CH:3]=3)[C:26]=2[CH:25]=1. The yield is 0.700. (8) The reactants are [ClH:1].Cl.[NH2:3][C:4]1[CH:9]=[C:8]([O:10][C:11]2[CH:16]=[CH:15][C:14]([NH:17][C:18]3[C:23]([C:24]([NH:26][C:27]4[CH:32]=[CH:31][C:30]([F:33])=[CH:29][C:28]=4[F:34])=[O:25])=[CH:22][N:21]=[C:20]([C:35]#[N:36])[N:19]=3)=[CH:13][C:12]=2[F:37])[CH:7]=[CH:6][N:5]=1.Cl. The catalyst is CO.C1COCC1.CCOCC.[OH-].[OH-].[Pd+2]. The product is [ClH:1].[ClH:1].[ClH:1].[NH2:36][CH2:35][C:20]1[N:19]=[C:18]([NH:17][C:14]2[CH:15]=[CH:16][C:11]([O:10][C:8]3[CH:7]=[CH:6][N:5]=[C:4]([NH2:3])[CH:9]=3)=[C:12]([F:37])[CH:13]=2)[C:23]([C:24]([NH:26][C:27]2[CH:32]=[CH:31][C:30]([F:33])=[CH:29][C:28]=2[F:34])=[O:25])=[CH:22][N:21]=1. The yield is 0.390. (9) The reactants are [Cl:1][CH2:2][CH2:3][CH2:4][C:5]1[O:9][C:8]([CH2:10][OH:11])=[CH:7][CH:6]=1.N1C=CC=CC=1.S(Br)(Br)=O.[NH2:22][CH2:23][CH2:24][O:25][CH2:26][CH2:27][O-].[Na+].[H-].[Na+].NCCOC(O)C. The catalyst is CCOCC.CN(C=O)C.COCCOCCOC.CCCCCCC. The product is [Cl:1][CH2:2][CH2:3][CH2:4][C:5]1[O:9][C:8]([CH2:10][O:11][CH2:27][CH2:26][O:25][CH2:24][CH2:23][NH2:22])=[CH:7][CH:6]=1. The yield is 0.580.